From a dataset of Catalyst prediction with 721,799 reactions and 888 catalyst types from USPTO. Predict which catalyst facilitates the given reaction. (1) Reactant: [Cl:1][C:2]1[CH:3]=[C:4]([NH:17][C:18]2[N:19]=[CH:20][N:21]=[C:22]3[S:39][C:25]4[C:26]5[C:30]([CH2:31][CH2:32][C:24]=4[C:23]=23)=[N:29][N:28]([CH:33]2[CH2:38][CH2:37][NH:36][CH2:35][CH2:34]2)[CH:27]=5)[CH:5]=[CH:6][C:7]=1[O:8][CH2:9][C:10]1[CH:15]=[CH:14][CH:13]=[C:12]([F:16])[CH:11]=1.[Cl:40][CH2:41][C:42](Cl)=[O:43].C(N(CC)CC)C. Product: [Cl:40][CH2:41][C:42]([N:36]1[CH2:37][CH2:38][CH:33]([N:28]2[CH:27]=[C:26]3[C:30]([CH2:31][CH2:32][C:24]4[C:23]5=[C:18]([NH:17][C:4]6[CH:5]=[CH:6][C:7]([O:8][CH2:9][C:10]7[CH:15]=[CH:14][CH:13]=[C:12]([F:16])[CH:11]=7)=[C:2]([Cl:1])[CH:3]=6)[N:19]=[CH:20][N:21]=[C:22]5[S:39][C:25]=43)=[N:29]2)[CH2:34][CH2:35]1)=[O:43]. The catalyst class is: 34. (2) Reactant: [Cl:1][C:2]1[N:10]=[C:9]2[C:5]([N:6]=[C:7]([CH2:12]P(=O)(OC)OC)[N:8]2[CH3:11])=[C:4]([N:19]2[CH2:24][CH2:23][O:22][CH2:21][CH2:20]2)[N:3]=1.[Li+].CC([N-]C(C)C)C.[C:33]([N:40]1[CH2:43][C:42](=O)[CH2:41]1)([O:35][C:36]([CH3:39])([CH3:38])[CH3:37])=[O:34]. Product: [Cl:1][C:2]1[N:10]=[C:9]2[C:5]([N:6]=[C:7]([CH:12]=[C:42]3[CH2:41][N:40]([C:33]([O:35][C:36]([CH3:39])([CH3:38])[CH3:37])=[O:34])[CH2:43]3)[N:8]2[CH3:11])=[C:4]([N:19]2[CH2:20][CH2:21][O:22][CH2:23][CH2:24]2)[N:3]=1. The catalyst class is: 1. (3) The catalyst class is: 20. Product: [C:1]([O:5][C:6](=[O:15])[NH:7][C@H:8]1[CH2:9][CH2:10][C@H:11]([O:14][C:17]2[S:18][C:19]3[CH:25]=[CH:24][CH:23]=[C:22]([O:26][CH3:27])[C:20]=3[N:21]=2)[CH2:12][CH2:13]1)([CH3:4])([CH3:2])[CH3:3]. Reactant: [C:1]([O:5][C:6](=[O:15])[NH:7][C@H:8]1[CH2:13][CH2:12][C@H:11]([OH:14])[CH2:10][CH2:9]1)([CH3:4])([CH3:3])[CH3:2].Cl[C:17]1[S:18][C:19]2[CH:25]=[CH:24][CH:23]=[C:22]([O:26][CH3:27])[C:20]=2[N:21]=1.[H-].[Na+].CN(C=O)C. (4) Reactant: [Cl:1][C:2]1[N:7]=[C:6]([S:8][CH3:9])[N:5]=[C:4]([NH:10][C:11]2[CH:16]=[C:15]([CH3:17])[CH:14]=[CH:13][C:12]=2[NH:18]C(=O)OC(C)(C)C)[CH:3]=1.Cl.C(=O)(O)[O-].[Na+].[OH-].[Na+]. Product: [Cl:1][C:2]1[N:7]=[C:6]([S:8][CH3:9])[N:5]=[C:4]([NH:10][C:11]2[C:12]([NH2:18])=[CH:13][CH:14]=[C:15]([CH3:17])[CH:16]=2)[CH:3]=1. The catalyst class is: 12.